Task: Regression/Classification. Given a drug SMILES string, predict its absorption, distribution, metabolism, or excretion properties. Task type varies by dataset: regression for continuous measurements (e.g., permeability, clearance, half-life) or binary classification for categorical outcomes (e.g., BBB penetration, CYP inhibition). Dataset: cyp2c19_veith.. Dataset: CYP2C19 inhibition data for predicting drug metabolism from PubChem BioAssay The drug is COc1cc(C)nc(N2CCCC(C(=O)Nc3cc(Cl)ccc3OC)C2)n1. The result is 1 (inhibitor).